From a dataset of Catalyst prediction with 721,799 reactions and 888 catalyst types from USPTO. Predict which catalyst facilitates the given reaction. (1) Reactant: C(=O)([O-])[O-].[Ca+2].[NH2:6][C:7]1[CH:12]=[C:11]([C:13]([F:16])([F:15])[F:14])[C:10]([C:17]2[CH:22]=[CH:21][C:20]([S:23]([NH:26][CH2:27][C@@H:28]3[CH2:32][CH2:31][CH2:30][N:29]3[C:33]([O:35][C:36]([CH3:39])([CH3:38])[CH3:37])=[O:34])(=[O:25])=[O:24])=[CH:19][CH:18]=2)=[C:9]([Cl:40])[CH:8]=1.[C:41](Cl)(Cl)=[S:42].Cl. Product: [Cl:40][C:9]1[CH:8]=[C:7]([N:6]=[C:41]=[S:42])[CH:12]=[C:11]([C:13]([F:15])([F:16])[F:14])[C:10]=1[C:17]1[CH:22]=[CH:21][C:20]([S:23]([NH:26][CH2:27][C@@H:28]2[CH2:32][CH2:31][CH2:30][N:29]2[C:33]([O:35][C:36]([CH3:37])([CH3:39])[CH3:38])=[O:34])(=[O:24])=[O:25])=[CH:19][CH:18]=1. The catalyst class is: 46. (2) Reactant: C(=O)([O-])[O-].[K+].[K+].Cl[C:8]1[CH:13]=[CH:12][CH:11]=[C:10]([C:14]([F:17])([F:16])[F:15])[N:9]=1.[O:18]=[S:19]1(=[O:38])[CH2:24][CH2:23][N:22]2[CH:25]3[CH2:30][CH2:29][C:28]([C:31]4[CH:36]=[CH:35][C:34]([OH:37])=[CH:33][CH:32]=4)([C:21]2=[N:20]1)[CH2:27][CH2:26]3.ClC1C=CC(C(F)(F)F)=CN=1. Product: [F:15][C:14]([F:17])([F:16])[C:10]1[N:9]=[C:8]([O:37][C:34]2[CH:35]=[CH:36][C:31]([C:28]34[CH2:29][CH2:30][CH:25]([N:22]5[CH2:23][CH2:24][S:19](=[O:38])(=[O:18])[N:20]=[C:21]53)[CH2:26][CH2:27]4)=[CH:32][CH:33]=2)[CH:13]=[CH:12][CH:11]=1. The catalyst class is: 374. (3) Reactant: O(Br)[Br:2].[P+5].CN(C)C=O.[Br:10][C:11]1[C:12]([F:20])=[CH:13][C:14]([F:19])=[C:15]([CH2:17]O)[CH:16]=1. Product: [Br:10][C:11]1[CH:16]=[C:15]([CH2:17][Br:2])[C:14]([F:19])=[CH:13][C:12]=1[F:20]. The catalyst class is: 4. (4) Reactant: Cl.[C@H:2]12[CH2:18][C@H:5]([N:6]([C:8]3[C:17]4[C:12](=[CH:13][CH:14]=[CH:15][CH:16]=4)[N:11]=[CH:10][CH:9]=3)[CH2:7]1)[CH2:4][NH:3]2.C(N(C(C)C)CC)(C)C.[C:28](Cl)(=[O:34])/[CH:29]=[CH:30]/[CH2:31][CH2:32][CH3:33]. Product: [N:11]1[C:12]2[C:17](=[CH:16][CH:15]=[CH:14][CH:13]=2)[C:8]([N:6]2[CH2:7][C@@H:2]3[CH2:18][C@H:5]2[CH2:4][N:3]3[C:28](=[O:34])/[CH:29]=[CH:30]/[CH2:31][CH2:32][CH3:33])=[CH:9][CH:10]=1. The catalyst class is: 4. (5) Reactant: [CH3:1][O:2][C:3]1[CH:12]=[C:11]2[C:6]([C:7](=[O:21])[C:8]([C:13]3[CH:18]=[CH:17][C:16]([O:19][CH3:20])=[CH:15][CH:14]=3)=[CH:9][O:10]2)=[CH:5][CH:4]=1.CC(C[AlH]CC(C)C)C. Product: [CH3:1][O:2][C:3]1[CH:12]=[C:11]2[C:6]([C:7](=[O:21])[CH:8]([C:13]3[CH:18]=[CH:17][C:16]([O:19][CH3:20])=[CH:15][CH:14]=3)[CH2:9][O:10]2)=[CH:5][CH:4]=1. The catalyst class is: 1. (6) Reactant: [F:1][C:2]([F:42])([F:41])[C:3]1[CH:8]=[CH:7][C:6]([C:9]2[N:13]([CH2:14][O:15][CH2:16][CH2:17][Si:18]([CH3:21])([CH3:20])[CH3:19])[C:12]([N:22]3[CH2:27][CH2:26][N:25]([C:28]4[C:33]([C:34]([F:37])([F:36])[F:35])=[CH:32][CH:31]=[CH:30][N:29]=4)[CH2:24][CH2:23]3)=[N:11][C:10]=2[C:38](O)=[O:39])=[CH:5][CH:4]=1.F[P-](F)(F)(F)(F)F.N1(O[P+](N(C)C)(N(C)C)N(C)C)C2C=CC=CC=2N=N1.CCN(C(C)C)C(C)C.[CH:79]([N:82]1[CH2:87][CH2:86][NH:85][CH2:84][CH2:83]1)([CH3:81])[CH3:80]. Product: [CH:79]([N:82]1[CH2:87][CH2:86][N:85]([C:38]([C:10]2[N:11]=[C:12]([N:22]3[CH2:27][CH2:26][N:25]([C:28]4[C:33]([C:34]([F:35])([F:37])[F:36])=[CH:32][CH:31]=[CH:30][N:29]=4)[CH2:24][CH2:23]3)[N:13]([CH2:14][O:15][CH2:16][CH2:17][Si:18]([CH3:21])([CH3:20])[CH3:19])[C:9]=2[C:6]2[CH:7]=[CH:8][C:3]([C:2]([F:42])([F:1])[F:41])=[CH:4][CH:5]=2)=[O:39])[CH2:84][CH2:83]1)([CH3:81])[CH3:80]. The catalyst class is: 2.